This data is from Full USPTO retrosynthesis dataset with 1.9M reactions from patents (1976-2016). The task is: Predict the reactants needed to synthesize the given product. (1) The reactants are: [C:1]1([O:11][CH2:12][CH:13]2[CH2:15][O:14]2)[C:10]2[C:5](=[CH:6][CH:7]=[CH:8][CH:9]=2)[CH:4]=[CH:3][CH:2]=1.[CH3:16][N:17]1[CH2:22][CH2:21][NH:20][CH2:19][CH2:18]1. Given the product [CH3:16][N:17]1[CH2:22][CH2:21][N:20]([CH2:15][CH:13]([OH:14])[CH2:12][O:11][C:1]2[C:10]3[C:5](=[CH:6][CH:7]=[CH:8][CH:9]=3)[CH:4]=[CH:3][CH:2]=2)[CH2:19][CH2:18]1, predict the reactants needed to synthesize it. (2) Given the product [NH2:29][C:30]1[CH:31]=[CH:32][C:33]([C:2]2[CH:3]=[CH:4][C:5]([CH:8]([C:21]3[CH:26]=[CH:25][C:24]([F:27])=[CH:23][C:22]=3[CH3:28])[CH2:9]/[C:10](/[C:13]3[CH:14]=[CH:15][C:16](=[O:20])[N:17]([CH3:19])[CH:18]=3)=[N:11]\[OH:12])=[CH:6][CH:7]=2)=[CH:34][CH:35]=1, predict the reactants needed to synthesize it. The reactants are: Br[C:2]1[CH:7]=[CH:6][C:5]([CH:8]([C:21]2[CH:26]=[CH:25][C:24]([F:27])=[CH:23][C:22]=2[CH3:28])[CH2:9]/[C:10](/[C:13]2[CH:14]=[CH:15][C:16](=[O:20])[N:17]([CH3:19])[CH:18]=2)=[N:11]\[OH:12])=[CH:4][CH:3]=1.[NH2:29][C:30]1[CH:35]=[CH:34][C:33](B2OC(C)(C)C(C)(C)O2)=[CH:32][CH:31]=1. (3) Given the product [CH3:30][O:29][C:26]1[CH:27]=[CH:28][C:23]([CH2:22][O:1][C:2]2[C:11]3[C:6](=[CH:7][CH:8]=[C:9]([C:12]([F:15])([F:13])[F:14])[CH:10]=3)[N:5]=[C:4]([C:16]([O:18][CH2:19][CH3:20])=[O:17])[CH:3]=2)=[CH:24][CH:25]=1, predict the reactants needed to synthesize it. The reactants are: [OH:1][C:2]1[C:11]2[C:6](=[CH:7][CH:8]=[C:9]([C:12]([F:15])([F:14])[F:13])[CH:10]=2)[N:5]=[C:4]([C:16]([O:18][CH2:19][CH3:20])=[O:17])[CH:3]=1.Cl[CH2:22][C:23]1[CH:28]=[CH:27][C:26]([O:29][CH3:30])=[CH:25][CH:24]=1.C([O-])([O-])=O.[Cs+].[Cs+]. (4) Given the product [CH2:8]([N:15]1[CH2:24][CH2:23][C:22]2[C:17](=[N:18][C:19]([N:39]3[CH2:38][CH2:37][CH:36]([O:35][C:34]4[CH:42]=[CH:43][C:44]([F:46])=[CH:45][C:33]=4[F:32])[CH2:41][CH2:40]3)=[C:20]([NH:25][CH2:26][CH:27]([F:29])[F:28])[N:21]=2)[CH2:16]1)[C:9]1[CH:14]=[CH:13][CH:12]=[CH:11][CH:10]=1.[C:2]([OH:3])([C:4]([F:7])([F:6])[F:5])=[O:1], predict the reactants needed to synthesize it. The reactants are: [OH:1][C:2]([C:4]([F:7])([F:6])[F:5])=[O:3].[CH2:8]([N:15]1[CH2:24][CH2:23][C:22]2[C:17](=[N:18][C:19](Cl)=[C:20]([NH:25][CH2:26][CH:27]([F:29])[F:28])[N:21]=2)[CH2:16]1)[C:9]1[CH:14]=[CH:13][CH:12]=[CH:11][CH:10]=1.Cl.[F:32][C:33]1[CH:45]=[C:44]([F:46])[CH:43]=[CH:42][C:34]=1[O:35][CH:36]1[CH2:41][CH2:40][NH:39][CH2:38][CH2:37]1.CC(C)([O-])C.[Na+]. (5) Given the product [Br:18][C:5]1[CH:4]=[C:3]2[C:2]3([CH2:19][CH2:20][O:21][C:28]([NH2:27])=[N:1]3)[C:15]3[CH:14]=[C:13]([Cl:16])[N:12]=[C:11]([F:17])[C:10]=3[O:9][C:8]2=[CH:7][CH:6]=1, predict the reactants needed to synthesize it. The reactants are: [NH2:1][C:2]1([CH2:19][CH2:20][OH:21])[C:15]2[CH:14]=[C:13]([Cl:16])[N:12]=[C:11]([F:17])[C:10]=2[O:9][C:8]2[C:3]1=[CH:4][C:5]([Br:18])=[CH:6][CH:7]=2.C([O-])(=O)C.[Na+].[N:27]#[C:28]Br.